Dataset: Forward reaction prediction with 1.9M reactions from USPTO patents (1976-2016). Task: Predict the product of the given reaction. (1) Given the reactants [C:1]([C:4]1[CH:5]=[C:6]([Cl:20])[C:7]([CH3:19])=[C:8]([C:17]#[N:18])[C:9]=1[C:10]1[CH:15]=[CH:14][CH:13]=[C:12]([F:16])[CH:11]=1)(=[O:3])[CH3:2].[N:21]([Si](C)(C)C)=[N+:22]=[N-:23].C([Sn](CCCC)=O)CCC, predict the reaction product. The product is: [Cl:20][C:6]1[C:7]([CH3:19])=[C:8]([C:17]2[NH:23][N:22]=[N:21][N:18]=2)[C:9]([C:10]2[CH:15]=[CH:14][CH:13]=[C:12]([F:16])[CH:11]=2)=[C:4]([C:1](=[O:3])[CH3:2])[CH:5]=1. (2) Given the reactants [CH3:1][Si:2]([CH3:9])([CH3:8])[C:3]1[S:4][CH:5]=[CH:6][N:7]=1.C([Li])CCC.B(F)(F)F.CCOCC.[N:24]1[O:25][CH2:26][C@@H:27]2[CH2:31][N:30]([C:32]([O:34][CH2:35][C:36]3[CH:41]=[CH:40][CH:39]=[CH:38][CH:37]=3)=[O:33])[CH2:29][C:28]=12, predict the reaction product. The product is: [CH3:1][Si:2]([CH3:9])([CH3:8])[C:3]1[S:4][C:5]([C:28]23[CH2:29][N:30]([C:32]([O:34][CH2:35][C:36]4[CH:41]=[CH:40][CH:39]=[CH:38][CH:37]=4)=[O:33])[CH2:31][CH:27]2[CH2:26][O:25][NH:24]3)=[CH:6][N:7]=1. (3) Given the reactants Br[C:2]1[S:15][C:5]2[C:6]3[CH:14]=[N:13][CH:12]=[CH:11][C:7]=3[O:8][CH2:9][CH2:10][C:4]=2[CH:3]=1.[Cl:16][C:17]1[CH:22]=[CH:21][CH:20]=[CH:19][C:18]=1[C:23]#[CH:24].[Cl-].C(N(CC)CC)C, predict the reaction product. The product is: [Cl:16][C:17]1[CH:22]=[CH:21][CH:20]=[CH:19][C:18]=1[C:23]#[C:24][C:2]1[S:15][C:5]2[C:6]3[CH:14]=[N:13][CH:12]=[CH:11][C:7]=3[O:8][CH2:9][CH2:10][C:4]=2[CH:3]=1.